Task: Regression. Given two drug SMILES strings and cell line genomic features, predict the synergy score measuring deviation from expected non-interaction effect.. Dataset: NCI-60 drug combinations with 297,098 pairs across 59 cell lines (1) Drug 1: C1=CC(=CC=C1CCCC(=O)O)N(CCCl)CCCl. Drug 2: CC1=CC=C(C=C1)C2=CC(=NN2C3=CC=C(C=C3)S(=O)(=O)N)C(F)(F)F. Cell line: MOLT-4. Synergy scores: CSS=51.0, Synergy_ZIP=-0.317, Synergy_Bliss=-2.26, Synergy_Loewe=-6.52, Synergy_HSA=-0.756. (2) Drug 1: CC(C1=C(C=CC(=C1Cl)F)Cl)OC2=C(N=CC(=C2)C3=CN(N=C3)C4CCNCC4)N. Drug 2: COC1=C2C(=CC3=C1OC=C3)C=CC(=O)O2. Cell line: COLO 205. Synergy scores: CSS=9.25, Synergy_ZIP=-0.407, Synergy_Bliss=5.56, Synergy_Loewe=-6.51, Synergy_HSA=2.26. (3) Drug 1: CCCCC(=O)OCC(=O)C1(CC(C2=C(C1)C(=C3C(=C2O)C(=O)C4=C(C3=O)C=CC=C4OC)O)OC5CC(C(C(O5)C)O)NC(=O)C(F)(F)F)O. Drug 2: COC1=C2C(=CC3=C1OC=C3)C=CC(=O)O2. Cell line: TK-10. Synergy scores: CSS=68.2, Synergy_ZIP=12.2, Synergy_Bliss=10.4, Synergy_Loewe=-1.11, Synergy_HSA=11.3. (4) Drug 1: COC1=CC(=CC(=C1O)OC)C2C3C(COC3=O)C(C4=CC5=C(C=C24)OCO5)OC6C(C(C7C(O6)COC(O7)C8=CC=CS8)O)O. Drug 2: CC1CCC2CC(C(=CC=CC=CC(CC(C(=O)C(C(C(=CC(C(=O)CC(OC(=O)C3CCCCN3C(=O)C(=O)C1(O2)O)C(C)CC4CCC(C(C4)OC)O)C)C)O)OC)C)C)C)OC. Cell line: HT29. Synergy scores: CSS=49.4, Synergy_ZIP=-5.44, Synergy_Bliss=-3.89, Synergy_Loewe=1.56, Synergy_HSA=2.35. (5) Drug 1: CC1=C(N=C(N=C1N)C(CC(=O)N)NCC(C(=O)N)N)C(=O)NC(C(C2=CN=CN2)OC3C(C(C(C(O3)CO)O)O)OC4C(C(C(C(O4)CO)O)OC(=O)N)O)C(=O)NC(C)C(C(C)C(=O)NC(C(C)O)C(=O)NCCC5=NC(=CS5)C6=NC(=CS6)C(=O)NCCC[S+](C)C)O. Drug 2: CN(C(=O)NC(C=O)C(C(C(CO)O)O)O)N=O. Cell line: OVCAR-8. Synergy scores: CSS=28.4, Synergy_ZIP=-0.744, Synergy_Bliss=-1.30, Synergy_Loewe=-32.3, Synergy_HSA=-1.00. (6) Drug 1: C(CC(=O)O)C(=O)CN.Cl. Drug 2: CC12CCC3C(C1CCC2OP(=O)(O)O)CCC4=C3C=CC(=C4)OC(=O)N(CCCl)CCCl.[Na+]. Cell line: NCI-H522. Synergy scores: CSS=11.9, Synergy_ZIP=-3.38, Synergy_Bliss=-4.41, Synergy_Loewe=-14.0, Synergy_HSA=-6.86. (7) Drug 1: C1=CC(=CC=C1CCCC(=O)O)N(CCCl)CCCl. Drug 2: C(CN)CNCCSP(=O)(O)O. Cell line: HL-60(TB). Synergy scores: CSS=49.5, Synergy_ZIP=-0.870, Synergy_Bliss=-1.06, Synergy_Loewe=-14.9, Synergy_HSA=0.0668.